Dataset: TCR-epitope binding with 47,182 pairs between 192 epitopes and 23,139 TCRs. Task: Binary Classification. Given a T-cell receptor sequence (or CDR3 region) and an epitope sequence, predict whether binding occurs between them. (1) The epitope is RQLLFVVEV. The TCR CDR3 sequence is CASSQVRDDTDTQYF. Result: 0 (the TCR does not bind to the epitope). (2) The epitope is YVFCTVNAL. The TCR CDR3 sequence is CASTREGLNTGELFF. Result: 0 (the TCR does not bind to the epitope). (3) The epitope is HSKKKCDEL. The TCR CDR3 sequence is CASVASPGTSALDYEQYF. Result: 0 (the TCR does not bind to the epitope).